Predict the reaction yield, written as a fraction of the theoretical maximum amount of product (1.0 means a 100% yield; for example, 0.34 means a 34% yield). From a dataset of Reaction yield outcomes from USPTO patents with 853,638 reactions. (1) The reactants are [CH:1]1([N:4]2[C:9]3[N:10]=[CH:11][C:12]([C:14]([O:16]CC)=[O:15])=[CH:13][C:8]=3[C:7](=[O:19])[N:6]([CH:20]3[CH2:22][CH2:21]3)[C:5]2=[O:23])[CH2:3][CH2:2]1.B(Br)(Br)Br.O. The catalyst is ClCCl. The product is [CH:1]1([N:4]2[C:9]3[N:10]=[CH:11][C:12]([C:14]([OH:16])=[O:15])=[CH:13][C:8]=3[C:7](=[O:19])[N:6]([CH:20]3[CH2:22][CH2:21]3)[C:5]2=[O:23])[CH2:3][CH2:2]1. The yield is 0.270. (2) The reactants are [NH2:1][C:2]1[CH:7]=[C:6]([C:8]([F:11])([F:10])[F:9])[C:5]([C:12]2[CH:17]=[CH:16][C:15]([S:18]([NH:21][C:22]3([CH3:25])[CH2:24][CH2:23]3)(=[O:20])=[O:19])=[CH:14][CH:13]=2)=[C:4]([Cl:26])[CH:3]=1.[C:27](N1C=CN=C1)(N1C=CN=C1)=[S:28]. The catalyst is C(Cl)Cl. The product is [Cl:26][C:4]1[CH:3]=[C:2]([N:1]=[C:27]=[S:28])[CH:7]=[C:6]([C:8]([F:9])([F:11])[F:10])[C:5]=1[C:12]1[CH:17]=[CH:16][C:15]([S:18]([NH:21][C:22]2([CH3:25])[CH2:24][CH2:23]2)(=[O:19])=[O:20])=[CH:14][CH:13]=1. The yield is 0.730. (3) The reactants are [CH3:1][O:2][C:3]([C:5]1[C:6]([CH3:15])=[C:7]2[N:12]([CH:13]=1)[N:11]=[CH:10][N:9]=[C:8]2Cl)=[O:4].[CH3:16][C:17]1[NH:18][C:19]2[C:24]([CH:25]=1)=[CH:23][C:22]([OH:26])=[CH:21][CH:20]=2.C(N(CC)CC)C. The catalyst is C(#N)C. The product is [CH3:1][O:2][C:3]([C:5]1[C:6]([CH3:15])=[C:7]2[N:12]([CH:13]=1)[N:11]=[CH:10][N:9]=[C:8]2[O:26][C:22]1[CH:23]=[C:24]2[C:19](=[CH:20][CH:21]=1)[NH:18][C:17]([CH3:16])=[CH:25]2)=[O:4]. The yield is 0.850. (4) The reactants are [Cl:1][C:2]1[N:7]=[C:6]([C:8]#[N:9])[C:5]([N+:10]([O-])=O)=[CH:4][CH:3]=1.[NH4+].[OH-].[O-:15]S(S([O-])=O)=O.[Na+].[Na+]. The catalyst is O. The product is [NH2:10][C:5]1[C:6]([C:8]([NH2:9])=[O:15])=[N:7][C:2]([Cl:1])=[CH:3][CH:4]=1. The yield is 0.700. (5) The reactants are O1[C:5]2([CH2:10][CH2:9][CH:8]([N:11]3[C:16](=[O:17])[C:15]([CH2:18][C:19]4[CH:24]=[CH:23][C:22]([C:25]5[C:26]([C:31]#[N:32])=[CH:27][CH:28]=[CH:29][CH:30]=5)=[CH:21][C:20]=4[F:33])=[C:14]([CH2:34][CH2:35][CH3:36])[N:13]4[N:37]=[CH:38][N:39]=[C:12]34)[CH2:7][CH2:6]2)[O:4]CC1.O.C1(C)C=CC(S(O)(=O)=O)=CC=1.CO.O1CCCC1. The catalyst is C(OCC)(=O)C. The product is [F:33][C:20]1[CH:21]=[C:22]([C:25]2[C:26]([C:31]#[N:32])=[CH:27][CH:28]=[CH:29][CH:30]=2)[CH:23]=[CH:24][C:19]=1[CH2:18][C:15]1[C:16](=[O:17])[N:11]([CH:8]2[CH2:7][CH2:6][C:5](=[O:4])[CH2:10][CH2:9]2)[C:12]2[N:13]([N:37]=[CH:38][N:39]=2)[C:14]=1[CH2:34][CH2:35][CH3:36]. The yield is 0.760.